This data is from NCI-60 drug combinations with 297,098 pairs across 59 cell lines. The task is: Regression. Given two drug SMILES strings and cell line genomic features, predict the synergy score measuring deviation from expected non-interaction effect. (1) Drug 1: CN(C)N=NC1=C(NC=N1)C(=O)N. Drug 2: C1CC(C1)(C(=O)O)C(=O)O.[NH2-].[NH2-].[Pt+2]. Cell line: PC-3. Synergy scores: CSS=20.5, Synergy_ZIP=-5.56, Synergy_Bliss=1.75, Synergy_Loewe=-1.69, Synergy_HSA=1.69. (2) Drug 1: CC1C(C(CC(O1)OC2CC(CC3=C2C(=C4C(=C3O)C(=O)C5=C(C4=O)C(=CC=C5)OC)O)(C(=O)CO)O)N)O.Cl. Drug 2: COC1=C2C(=CC3=C1OC=C3)C=CC(=O)O2. Cell line: RPMI-8226. Synergy scores: CSS=17.0, Synergy_ZIP=-4.44, Synergy_Bliss=0.516, Synergy_Loewe=0.123, Synergy_HSA=2.87. (3) Drug 1: CCC1(CC2CC(C3=C(CCN(C2)C1)C4=CC=CC=C4N3)(C5=C(C=C6C(=C5)C78CCN9C7C(C=CC9)(C(C(C8N6C)(C(=O)OC)O)OC(=O)C)CC)OC)C(=O)OC)O.OS(=O)(=O)O. Drug 2: CN(CCCl)CCCl.Cl. Cell line: SK-OV-3. Synergy scores: CSS=12.6, Synergy_ZIP=-2.87, Synergy_Bliss=1.95, Synergy_Loewe=6.24, Synergy_HSA=4.76. (4) Drug 1: CN(C)N=NC1=C(NC=N1)C(=O)N. Drug 2: C1CN1P(=S)(N2CC2)N3CC3. Cell line: HOP-62. Synergy scores: CSS=25.3, Synergy_ZIP=-6.27, Synergy_Bliss=0.932, Synergy_Loewe=-14.6, Synergy_HSA=-2.01. (5) Drug 1: CC1=C2C(C(=O)C3(C(CC4C(C3C(C(C2(C)C)(CC1OC(=O)C(C(C5=CC=CC=C5)NC(=O)OC(C)(C)C)O)O)OC(=O)C6=CC=CC=C6)(CO4)OC(=O)C)O)C)O. Drug 2: COCCOC1=C(C=C2C(=C1)C(=NC=N2)NC3=CC=CC(=C3)C#C)OCCOC.Cl. Cell line: NCI-H460. Synergy scores: CSS=42.0, Synergy_ZIP=2.90, Synergy_Bliss=0.888, Synergy_Loewe=-39.9, Synergy_HSA=-0.0302. (6) Drug 1: C1=C(C(=O)NC(=O)N1)N(CCCl)CCCl. Drug 2: CC1C(C(CC(O1)OC2CC(OC(C2O)C)OC3=CC4=CC5=C(C(=O)C(C(C5)C(C(=O)C(C(C)O)O)OC)OC6CC(C(C(O6)C)O)OC7CC(C(C(O7)C)O)OC8CC(C(C(O8)C)O)(C)O)C(=C4C(=C3C)O)O)O)O. Cell line: SK-OV-3. Synergy scores: CSS=5.01, Synergy_ZIP=-5.14, Synergy_Bliss=-7.69, Synergy_Loewe=-7.59, Synergy_HSA=-7.58. (7) Drug 1: CCCS(=O)(=O)NC1=C(C(=C(C=C1)F)C(=O)C2=CNC3=C2C=C(C=N3)C4=CC=C(C=C4)Cl)F. Drug 2: CC1=C2C(C(=O)C3(C(CC4C(C3C(C(C2(C)C)(CC1OC(=O)C(C(C5=CC=CC=C5)NC(=O)C6=CC=CC=C6)O)O)OC(=O)C7=CC=CC=C7)(CO4)OC(=O)C)O)C)OC(=O)C. Cell line: MDA-MB-231. Synergy scores: CSS=44.8, Synergy_ZIP=10.9, Synergy_Bliss=10.1, Synergy_Loewe=-25.4, Synergy_HSA=8.60. (8) Drug 1: CC(C1=C(C=CC(=C1Cl)F)Cl)OC2=C(N=CC(=C2)C3=CN(N=C3)C4CCNCC4)N. Drug 2: CN(C)C1=NC(=NC(=N1)N(C)C)N(C)C. Cell line: K-562. Synergy scores: CSS=14.1, Synergy_ZIP=3.31, Synergy_Bliss=5.58, Synergy_Loewe=-59.6, Synergy_HSA=2.75. (9) Drug 1: CN(C)N=NC1=C(NC=N1)C(=O)N. Drug 2: CN(CCCl)CCCl.Cl. Cell line: NCI-H322M. Synergy scores: CSS=-11.6, Synergy_ZIP=3.78, Synergy_Bliss=-0.431, Synergy_Loewe=-4.94, Synergy_HSA=-4.47.